This data is from Forward reaction prediction with 1.9M reactions from USPTO patents (1976-2016). The task is: Predict the product of the given reaction. (1) The product is: [Cl:1][C:2]1[C:11]2[C:6](=[CH:7][C:8]([S:12]([N:24]([C:25]3[CH:29]=[CH:28][O:27][N:26]=3)[CH2:23][C:22]3[CH:21]=[CH:20][C:19]([O:18][CH3:17])=[CH:31][CH:30]=3)(=[O:14])=[O:13])=[CH:9][CH:10]=2)[C:5]([OH:16])=[CH:4][N:3]=1. Given the reactants [Cl:1][C:2]1[C:11]2[C:6](=[CH:7][C:8]([S:12](Cl)(=[O:14])=[O:13])=[CH:9][CH:10]=2)[C:5]([OH:16])=[CH:4][N:3]=1.[CH3:17][O:18][C:19]1[CH:31]=[CH:30][C:22]([CH2:23][NH:24][C:25]2[CH:29]=[CH:28][O:27][N:26]=2)=[CH:21][CH:20]=1.[Li+].C[Si]([N-][Si](C)(C)C)(C)C, predict the reaction product. (2) Given the reactants [NH:1]1[CH2:6][CH2:5][CH:4]([N:7]2[C:15]3[C:10](=[CH:11][CH:12]=[C:13]([C:16]([NH2:18])=[O:17])[CH:14]=3)[CH:9]=[CH:8]2)[CH2:3][CH2:2]1.[CH3:19][O:20][C:21]1[CH:30]=[CH:29][C:28]2[C:23](=[CH:24][CH:25]=[CH:26][CH:27]=2)[C:22]=1[CH2:31][CH:32]=O.C(O[BH-](OC(=O)C)OC(=O)C)(=O)C.[Na+].C(=O)(O)[O-].[Na+], predict the reaction product. The product is: [CH3:19][O:20][C:21]1[CH:30]=[CH:29][C:28]2[C:23](=[CH:24][CH:25]=[CH:26][CH:27]=2)[C:22]=1[CH2:31][CH2:32][N:1]1[CH2:2][CH2:3][CH:4]([N:7]2[C:15]3[C:10](=[CH:11][CH:12]=[C:13]([C:16]([NH2:18])=[O:17])[CH:14]=3)[CH:9]=[CH:8]2)[CH2:5][CH2:6]1. (3) The product is: [NH:9]1[C:10]2[C:15](=[CH:14][CH:13]=[CH:12][CH:11]=2)[C:7]([CH:4]2[CH2:5][CH2:6][N:1]([C:27]3[CH:26]=[CH:25][C:24]([C:23]([F:32])([F:31])[F:22])=[CH:29][N:28]=3)[CH2:2][CH2:3]2)=[CH:8]1. Given the reactants [NH:1]1[CH2:6][CH2:5][CH:4]([C:7]2[C:15]3[C:10](=[CH:11][CH:12]=[CH:13][CH:14]=3)[NH:9][CH:8]=2)[CH2:3][CH2:2]1.C([O-])([O-])=O.[K+].[K+].[F:22][C:23]([F:32])([F:31])[C:24]1[CH:25]=[CH:26][C:27](Cl)=[N:28][CH:29]=1, predict the reaction product. (4) Given the reactants Br[C:2]1[C:7]([Cl:8])=[CH:6][C:5]([N:9]2[C:13]([CH2:14][C@@H:15]3[CH2:19][CH2:18][N:17]([C:20]([CH:22]4[CH2:24][CH2:23]4)=[O:21])[CH2:16]3)=[N:12][NH:11][C:10]2=[O:25])=[C:4]([F:26])[CH:3]=1.CC1(C)C(C)(C)OB([C:35]2[CH:44]=[C:43]3[C:38]([CH:39]=[CH:40][CH:41]=[N:42]3)=[CH:37][CH:36]=2)O1.C(=O)([O-])[O-].[Cs+].[Cs+], predict the reaction product. The product is: [Cl:8][C:7]1[C:2]([C:35]2[CH:44]=[C:43]3[C:38]([CH:39]=[CH:40][CH:41]=[N:42]3)=[CH:37][CH:36]=2)=[CH:3][C:4]([F:26])=[C:5]([N:9]2[C:13]([CH2:14][C@@H:15]3[CH2:19][CH2:18][N:17]([C:20]([CH:22]4[CH2:24][CH2:23]4)=[O:21])[CH2:16]3)=[N:12][NH:11][C:10]2=[O:25])[CH:6]=1. (5) Given the reactants [CH2:1]([O:3][C:4]1[CH:5]=[N:6][C:7]([C:10]2[CH:11]=[C:12]([CH:26]=[CH:27][CH:28]=2)[CH2:13][C:14]2[C:19](=[O:20])[CH:18]=[CH:17][N:16]([C:21]3[CH:22]=[N:23][NH:24][CH:25]=3)[N:15]=2)=[N:8][CH:9]=1)[CH3:2].[CH3:29][C:30]1([O:33][CH2:32]1)[CH3:31].C([O-])([O-])=O.[Cs+].[Cs+], predict the reaction product. The product is: [CH2:1]([O:3][C:4]1[CH:9]=[N:8][C:7]([C:10]2[CH:11]=[C:12]([CH:26]=[CH:27][CH:28]=2)[CH2:13][C:14]2[C:19](=[O:20])[CH:18]=[CH:17][N:16]([C:21]3[CH:22]=[N:23][N:24]([CH2:29][C:30]([OH:33])([CH3:32])[CH3:31])[CH:25]=3)[N:15]=2)=[N:6][CH:5]=1)[CH3:2]. (6) Given the reactants [CH2:1]([N:3]([S:28]([CH3:31])(=[O:30])=[O:29])[C:4]1[C:5]([C:24]#[C:25][CH2:26][OH:27])=[CH:6][C:7]2[C:11]([CH:12]=1)=[N:10][N:9]([C:13]1[CH:18]=[CH:17][C:16]([F:19])=[CH:15][CH:14]=1)[C:8]=2[C:20]([NH:22][CH3:23])=[O:21])[CH3:2].N1C2C(=CC=CC=2)C=CC=1, predict the reaction product. The product is: [CH2:1]([N:3]([S:28]([CH3:31])(=[O:29])=[O:30])[C:4]1[C:5](/[CH:24]=[CH:25]\[CH2:26][OH:27])=[CH:6][C:7]2[C:11]([CH:12]=1)=[N:10][N:9]([C:13]1[CH:18]=[CH:17][C:16]([F:19])=[CH:15][CH:14]=1)[C:8]=2[C:20]([NH:22][CH3:23])=[O:21])[CH3:2]. (7) Given the reactants C(C1C=CC(C([NH:11][C:12]2[N:13]=[C:14]3[CH:19]=[CH:18][C:17]([I:20])=[CH:16][N:15]3[CH:21]=2)=O)=CN=1)(C)(C)C.C(C1C=CC(C(Cl)=O)=CN=1)(C)(C)C, predict the reaction product. The product is: [I:20][C:17]1[CH:18]=[CH:19][C:14]2[N:15]([CH:21]=[C:12]([NH2:11])[N:13]=2)[CH:16]=1. (8) The product is: [F:15][C:16]([F:27])([F:26])[C:17]1[CH:22]=[CH:21][C:20]([C:2]2[CH:14]=[CH:13][C:5]([C:6]([O:8][CH2:9][CH2:10][CH2:11][CH3:12])=[O:7])=[CH:4][CH:3]=2)=[CH:19][CH:18]=1. Given the reactants I[C:2]1[CH:14]=[CH:13][C:5]([C:6]([O:8][CH2:9][CH2:10][CH2:11][CH3:12])=[O:7])=[CH:4][CH:3]=1.[F:15][C:16]([F:27])([F:26])[C:17]1[CH:22]=[CH:21][C:20](B(O)O)=[CH:19][CH:18]=1.C(=O)([O-])[O-].[K+].[K+].C1(C)C=CC=CC=1, predict the reaction product. (9) Given the reactants [CH2:1]([N:8]1[CH:13]([CH2:14][OH:15])[CH2:12][O:11][CH:10]([CH3:16])[C:9]1=[O:17])[C:2]1[CH:7]=[CH:6][CH:5]=[CH:4][CH:3]=1.[H-].[Na+].I[CH3:21].O, predict the reaction product. The product is: [CH2:1]([N:8]1[CH:13]([CH2:14][O:15][CH3:21])[CH2:12][O:11][CH:10]([CH3:16])[C:9]1=[O:17])[C:2]1[CH:3]=[CH:4][CH:5]=[CH:6][CH:7]=1. (10) Given the reactants [OH-].[K+].O.[NH2:4][C:5]1[CH:12]=[CH:11][C:10]([Br:13])=[CH:9][C:6]=1[CH:7]=O.[CH3:14][O:15][CH2:16][C:17]([C:19]1[CH:24]=[CH:23][CH:22]=[CH:21][CH:20]=1)=O, predict the reaction product. The product is: [Br:13][C:10]1[CH:9]=[C:6]2[C:5](=[CH:12][CH:11]=1)[N:4]=[C:17]([C:19]1[CH:24]=[CH:23][CH:22]=[CH:21][CH:20]=1)[C:16]([O:15][CH3:14])=[CH:7]2.